Dataset: NCI-60 drug combinations with 297,098 pairs across 59 cell lines. Task: Regression. Given two drug SMILES strings and cell line genomic features, predict the synergy score measuring deviation from expected non-interaction effect. (1) Drug 1: CC1C(C(CC(O1)OC2CC(CC3=C2C(=C4C(=C3O)C(=O)C5=C(C4=O)C(=CC=C5)OC)O)(C(=O)C)O)N)O.Cl. Drug 2: C1=CC=C(C(=C1)C(C2=CC=C(C=C2)Cl)C(Cl)Cl)Cl. Cell line: BT-549. Synergy scores: CSS=21.4, Synergy_ZIP=0.804, Synergy_Bliss=8.11, Synergy_Loewe=-16.9, Synergy_HSA=7.55. (2) Drug 1: C1CN(P(=O)(OC1)NCCCl)CCCl. Drug 2: C(CN)CNCCSP(=O)(O)O. Cell line: DU-145. Synergy scores: CSS=-2.11, Synergy_ZIP=4.81, Synergy_Bliss=8.14, Synergy_Loewe=0.241, Synergy_HSA=0.921.